From a dataset of Orexin1 receptor HTS with 218,158 compounds and 233 confirmed actives. Binary Classification. Given a drug SMILES string, predict its activity (active/inactive) in a high-throughput screening assay against a specified biological target. (1) The drug is O(c1n(c2c(n(c(=O)n(c2=O)C)C)n1)C)CCCC. The result is 0 (inactive). (2) The compound is S(=O)(=O)(N(CC(=O)Nc1nccc(c1)C)C)c1ccc(cc1)C. The result is 0 (inactive). (3) The compound is O1N=C(CC1C(=O)NCCCn1ccnc1)c1cc(OC)ccc1. The result is 0 (inactive). (4) The result is 0 (inactive). The molecule is S=C(N\N=C1/CC(Oc2c1cc(O)cc2)(C)C)Nc1c(OC)cccc1. (5) The result is 0 (inactive). The drug is Clc1c(OC)cc(S(=O)(=O)Nc2cccnc2)cc1. (6) The compound is Clc1c(nc(Cl)c(Cl)c1Cl)C(OCC(=O)N1CCCC1=O)=O. The result is 0 (inactive). (7) The drug is O=C(NN\C=C1\C(=O)C=CC=C1)Cc1n[nH]c(=O)[nH]c1=O. The result is 0 (inactive).